This data is from Peptide-MHC class I binding affinity with 185,985 pairs from IEDB/IMGT. The task is: Regression. Given a peptide amino acid sequence and an MHC pseudo amino acid sequence, predict their binding affinity value. This is MHC class I binding data. (1) The peptide sequence is NTGNESRCY. The MHC is Mamu-A02 with pseudo-sequence Mamu-A02. The binding affinity (normalized) is 0.0206. (2) The peptide sequence is EITPIGLAPT. The MHC is Mamu-B01 with pseudo-sequence Mamu-B01. The binding affinity (normalized) is 0. (3) The peptide sequence is FGAAVSLLF. The MHC is HLA-A02:11 with pseudo-sequence HLA-A02:11. The binding affinity (normalized) is 0.0847. (4) The peptide sequence is STERVRELA. The MHC is HLA-A02:01 with pseudo-sequence HLA-A02:01. The binding affinity (normalized) is 0.